Dataset: Retrosynthesis with 50K atom-mapped reactions and 10 reaction types from USPTO. Task: Predict the reactants needed to synthesize the given product. (1) Given the product NCc1ccc(COc2cc(Cl)nc(N)n2)cc1, predict the reactants needed to synthesize it. The reactants are: Nc1nc(Cl)cc(OCc2ccc(CNC(=O)C(F)(F)F)cc2)n1. (2) Given the product CNC(=O)Cn1nc(C)c(-c2ccc3ncc(C(=O)Nc4cc(-c5noc(C)n5)ccc4C)n3c2)c1C, predict the reactants needed to synthesize it. The reactants are: CN.Cc1nc(-c2ccc(C)c(NC(=O)c3cnc4ccc(-c5c(C)nn(CC(=O)O)c5C)cn34)c2)no1.